Dataset: Forward reaction prediction with 1.9M reactions from USPTO patents (1976-2016). Task: Predict the product of the given reaction. (1) Given the reactants C([C@@H:4]1[CH2:13][CH2:12][C:11]2[CH:10]=[C:9]([C@H:14]3[CH2:23][CH2:22][C@@:16]4([NH:20][C:19](=[O:21])[O:18][CH2:17]4)[CH2:15]3)[CH:8]=[CH:7][C:6]=2[CH2:5]1)(=O)C.C1C=C(Cl)C=[C:26]([C:31]([O:33]O)=[O:32])C=1, predict the reaction product. The product is: [C:31]([O:33][C@@H:4]1[CH2:13][CH2:12][C:11]2[C:6](=[CH:7][CH:8]=[C:9]([C@H:14]3[CH2:23][CH2:22][C@@:16]4([NH:20][C:19](=[O:21])[O:18][CH2:17]4)[CH2:15]3)[CH:10]=2)[CH2:5]1)(=[O:32])[CH3:26]. (2) The product is: [Br:1][C:2]1[CH:7]=[CH:6][C:5]([S:8]([NH2:11])(=[O:9])=[O:10])=[C:4]([CH:12]([Br:16])[CH:13]([CH3:15])[CH3:14])[CH:3]=1. Given the reactants [Br:1][C:2]1[CH:7]=[CH:6][C:5]([S:8]([NH2:11])(=[O:10])=[O:9])=[C:4]([CH2:12][CH:13]([CH3:15])[CH3:14])[CH:3]=1.[Br:16]NC(=O)CCC(N)=O.CC(N=NC(C#N)(C)C)(C#N)C, predict the reaction product. (3) Given the reactants [F:1][C:2]1[CH:7]=[C:6]([I:8])[CH:5]=[CH:4][C:3]=1[NH:9][C:10]1[CH:18]=[N:17][CH:16]=[CH:15][C:11]=1[C:12]([OH:14])=O.[CH3:19][C:20]1[CH:25]=[CH:24][C:23]([NH:26][NH2:27])=[CH:22][CH:21]=1, predict the reaction product. The product is: [F:1][C:2]1[CH:7]=[C:6]([I:8])[CH:5]=[CH:4][C:3]=1[NH:9][C:10]1[CH:18]=[N:17][CH:16]=[CH:15][C:11]=1[C:12]([NH:27][NH:26][C:23]1[CH:24]=[CH:25][C:20]([CH3:19])=[CH:21][CH:22]=1)=[O:14]. (4) Given the reactants [CH3:1][C@@:2]12[C@@H](O)CC[C@H:15]1[C@H:14]1[C@@H:5]([C:6]3C=C[C:9]([OH:20])=[CH:10][C:11]=3CC1)[CH2:4][CH2:3]2.C1COCC1, predict the reaction product. The product is: [C:2]1([CH3:1])[CH:15]=[CH:14][CH:5]=[CH:4][CH:3]=1.[CH2:10]1[CH2:9][O:20][CH2:6][CH2:11]1. (5) Given the reactants Cl[C:2]1[C:7](Cl)=[CH:6][CH:5]=[CH:4][C:3]=1[N:9]1[CH2:15][CH2:14][CH2:13][N:12]([CH2:16][CH2:17][CH2:18][CH2:19][O:20][C:21]2[CH:30]=[C:29]3[C:24]([CH:25]=[CH:26][C:27](=[O:31])[NH:28]3)=[CH:23][CH:22]=2)[CH2:11][CH2:10]1.[Na+].[I-].Cl.[CH2:35]([O:37]C1C=CC=CC=1N1CCCNCC1)[CH3:36].C([O-])([O-])=O.[K+].[K+], predict the reaction product. The product is: [CH2:35]([O:37][C:2]1[CH:7]=[CH:6][CH:5]=[CH:4][C:3]=1[N:9]1[CH2:15][CH2:14][CH2:13][N:12]([CH2:16][CH2:17][CH2:18][CH2:19][O:20][C:21]2[CH:30]=[C:29]3[C:24]([CH2:25][CH2:26][C:27](=[O:31])[NH:28]3)=[CH:23][CH:22]=2)[CH2:11][CH2:10]1)[CH3:36]. (6) Given the reactants [H-].[Na+].[CH2:3]([OH:8])[C:4]([CH3:7])([CH3:6])[CH3:5].F[C:10]1[C:11]([CH3:30])=[N:12][C:13]2[C:18]([N:19]=1)=[C:17]([C:20]1[NH:28][C:27]3[CH2:26][CH2:25][NH:24][C:23](=[O:29])[C:22]=3[CH:21]=1)[CH:16]=[CH:15][CH:14]=2.CO.C(Cl)Cl, predict the reaction product. The product is: [CH3:30][C:11]1[C:10]([O:8][CH2:3][C:4]([CH3:7])([CH3:6])[CH3:5])=[N:19][C:18]2[C:13](=[CH:14][CH:15]=[CH:16][C:17]=2[C:20]2[NH:28][C:27]3[CH2:26][CH2:25][NH:24][C:23](=[O:29])[C:22]=3[CH:21]=2)[N:12]=1. (7) Given the reactants [CH3:1][C:2]1[C:3]([CH2:14][S:15]([C:17]2[NH:21][C:20]3[CH:22]=[CH:23][CH:24]=[CH:25][C:19]=3[N:18]=2)=[O:16])=[N:4][CH:5]=[CH:6][C:7]=1[O:8][CH2:9][C:10]([F:13])([F:12])[F:11].[H-].[Na+].C1(C)C=CC(S(CCOC(=O)C)(=O)=O)=CC=1.[C:44]1([CH3:70])[CH:49]=[CH:48][C:47]([S:50]([CH2:53][CH2:54][O:55][C:56](=[O:69])[CH2:57][O:58][C:59]2[CH:64]=[CH:63][C:62]([S:65](Cl)(=[O:67])=[O:66])=[CH:61][CH:60]=2)(=[O:52])=[O:51])=[CH:46][CH:45]=1.C([O-])(O)=O.[Na+].ClS([O-])(=O)=O, predict the reaction product. The product is: [C:44]1([CH3:70])[CH:49]=[CH:48][C:47]([S:50]([CH2:53][CH2:54][O:55][C:56](=[O:69])[CH2:57][O:58][C:59]2[CH:64]=[CH:63][C:62]([S:65]([N:21]3[C:20]4[CH:22]=[CH:23][CH:24]=[CH:25][C:19]=4[N:18]=[C:17]3[S:15]([CH2:14][C:3]3[C:2]([CH3:1])=[C:7]([O:8][CH2:9][C:10]([F:13])([F:11])[F:12])[CH:6]=[CH:5][N:4]=3)=[O:16])(=[O:66])=[O:67])=[CH:61][CH:60]=2)(=[O:52])=[O:51])=[CH:46][CH:45]=1. (8) Given the reactants [CH2:1]([O:4][C:5]1[C:10]([C:11]#[N:12])=[C:9]([O:13][CH3:14])[N:8]=[C:7]([CH3:15])[CH:6]=1)[CH:2]=[CH2:3].[H-].[H-].[H-].[H-].[Li+].[Al+3], predict the reaction product. The product is: [CH2:1]([O:4][C:5]1[CH:6]=[C:7]([CH3:15])[N:8]=[C:9]([O:13][CH3:14])[C:10]=1[CH2:11][NH2:12])[CH:2]=[CH2:3]. (9) Given the reactants [CH3:1][O:2][C:3]([C:5]1[CH:6]=[C:7]2[C:11](=[CH:12][CH:13]=1)[N:10]([CH3:14])[CH:9]=[C:8]2[CH2:15][C:16]1[CH:21]=[CH:20][C:19]([NH2:22])=[CH:18][CH:17]=1)=[O:4].CCN(C(C)C)C(C)C.[C:32](Cl)(=[O:39])[C:33]1[CH:38]=[CH:37][CH:36]=[CH:35][CH:34]=1.C1COCC1, predict the reaction product. The product is: [CH3:1][O:2][C:3]([C:5]1[CH:6]=[C:7]2[C:11](=[CH:12][CH:13]=1)[N:10]([CH3:14])[CH:9]=[C:8]2[CH2:15][C:16]1[CH:17]=[CH:18][C:19]([NH:22][C:32](=[O:39])[C:33]2[CH:38]=[CH:37][CH:36]=[CH:35][CH:34]=2)=[CH:20][CH:21]=1)=[O:4]. (10) The product is: [CH3:21][O:22][C:8](=[O:10])[CH2:7][C:6]1[CH:1]=[CH:2][C:3](=[O:17])[NH:4][CH:5]=1. Given the reactants [CH:1]1[C:6]([CH2:7][C:8]([OH:10])=O)=[CH:5][N:4]=[C:3](Cl)[CH:2]=1.Cl.ClCCl.C([O-])(O)=[O:17].[Na+].[CH3:21][OH:22], predict the reaction product.